The task is: Regression. Given two drug SMILES strings and cell line genomic features, predict the synergy score measuring deviation from expected non-interaction effect.. This data is from NCI-60 drug combinations with 297,098 pairs across 59 cell lines. (1) Synergy scores: CSS=4.26, Synergy_ZIP=-4.69, Synergy_Bliss=-10.5, Synergy_Loewe=-8.96, Synergy_HSA=-6.92. Cell line: HOP-92. Drug 2: CC1=C(C(CCC1)(C)C)C=CC(=CC=CC(=CC(=O)O)C)C. Drug 1: C1=CC(=CC=C1CCC2=CNC3=C2C(=O)NC(=N3)N)C(=O)NC(CCC(=O)O)C(=O)O. (2) Drug 1: C1C(C(OC1N2C=C(C(=O)NC2=O)F)CO)O. Drug 2: C1=CC=C(C=C1)NC(=O)CCCCCCC(=O)NO. Cell line: NCI/ADR-RES. Synergy scores: CSS=56.6, Synergy_ZIP=-4.64, Synergy_Bliss=-4.13, Synergy_Loewe=0.134, Synergy_HSA=1.56. (3) Synergy scores: CSS=38.8, Synergy_ZIP=-3.47, Synergy_Bliss=-3.52, Synergy_Loewe=0.301, Synergy_HSA=2.60. Drug 1: CC1=C2C(C(=O)C3(C(CC4C(C3C(C(C2(C)C)(CC1OC(=O)C(C(C5=CC=CC=C5)NC(=O)OC(C)(C)C)O)O)OC(=O)C6=CC=CC=C6)(CO4)OC(=O)C)OC)C)OC. Cell line: T-47D. Drug 2: CC1=C(C(=O)C2=C(C1=O)N3CC4C(C3(C2COC(=O)N)OC)N4)N. (4) Drug 1: CC1=C(N=C(N=C1N)C(CC(=O)N)NCC(C(=O)N)N)C(=O)NC(C(C2=CN=CN2)OC3C(C(C(C(O3)CO)O)O)OC4C(C(C(C(O4)CO)O)OC(=O)N)O)C(=O)NC(C)C(C(C)C(=O)NC(C(C)O)C(=O)NCCC5=NC(=CS5)C6=NC(=CS6)C(=O)NCCC[S+](C)C)O. Drug 2: CN(C(=O)NC(C=O)C(C(C(CO)O)O)O)N=O. Cell line: K-562. Synergy scores: CSS=23.1, Synergy_ZIP=-10.5, Synergy_Bliss=-7.71, Synergy_Loewe=-1.37, Synergy_HSA=-0.841. (5) Drug 1: CN1CCC(CC1)COC2=C(C=C3C(=C2)N=CN=C3NC4=C(C=C(C=C4)Br)F)OC. Drug 2: C1C(C(OC1N2C=C(C(=O)NC2=O)F)CO)O. Cell line: HOP-62. Synergy scores: CSS=54.3, Synergy_ZIP=9.78, Synergy_Bliss=8.00, Synergy_Loewe=-6.89, Synergy_HSA=8.17.